Dataset: In vitro SARS-CoV-2 activity screen of 1,480 approved drugs from Prestwick library. Task: Binary Classification. Given a drug SMILES string, predict its activity (active/inactive) in a high-throughput screening assay against a specified biological target. (1) The drug is Cc1noc(NS(=O)(=O)c2ccc(N)cc2)c1C. The result is 0 (inactive). (2) The compound is O=C(Oc1cccc2cccnc12)c1ccccc1. The result is 0 (inactive).